Dataset: Reaction yield outcomes from USPTO patents with 853,638 reactions. Task: Predict the reaction yield, written as a fraction of the theoretical maximum amount of product (1.0 means a 100% yield; for example, 0.34 means a 34% yield). (1) The yield is 0.390. The reactants are [CH3:1][CH:2]1[NH:8][CH2:7][C:6]2[CH:9]=[CH:10][C:11]([N:13]3[CH2:18][CH2:17][N:16]([C:19]([O:21][C:22]([CH3:25])([CH3:24])[CH3:23])=[O:20])[CH2:15][CH2:14]3)=[N:12][C:5]=2[O:4][CH2:3]1.C=O.[BH-](OC(C)=O)(OC(C)=O)O[C:30](C)=O.[Na+].O. The catalyst is C(O)(=O)C.C(Cl)Cl. The product is [CH3:1][CH:2]1[N:8]([CH3:30])[CH2:7][C:6]2[CH:9]=[CH:10][C:11]([N:13]3[CH2:18][CH2:17][N:16]([C:19]([O:21][C:22]([CH3:24])([CH3:23])[CH3:25])=[O:20])[CH2:15][CH2:14]3)=[N:12][C:5]=2[O:4][CH2:3]1. (2) The reactants are C(=O)([O-])[O-].[Na+].[Na+].Br[C:8]1[CH:9]=[C:10]([NH:15][S:16]([C:19]2[CH:24]=[CH:23][C:22]([O:25][CH3:26])=[CH:21][CH:20]=2)(=[O:18])=[O:17])[C:11]([Cl:14])=[N:12][CH:13]=1.CC1(C)C(C)(C)OB([C:35]2[CH:52]=[CH:51][C:38]3[N:39]=[C:40]([NH:42][C:43]([CH:45]4[CH2:50][CH2:49][CH2:48][CH2:47][CH2:46]4)=[O:44])[S:41][C:37]=3[CH:36]=2)O1. The catalyst is C1C=CC(P(C2C=CC=CC=2)[C-]2C=CC=C2)=CC=1.C1C=CC(P(C2C=CC=CC=2)[C-]2C=CC=C2)=CC=1.Cl[Pd]Cl.[Fe+2].C(Cl)Cl.O1CCOCC1. The product is [Cl:14][C:11]1[N:12]=[CH:13][C:8]([C:35]2[CH:52]=[CH:51][C:38]3[N:39]=[C:40]([NH:42][C:43]([CH:45]4[CH2:50][CH2:49][CH2:48][CH2:47][CH2:46]4)=[O:44])[S:41][C:37]=3[CH:36]=2)=[CH:9][C:10]=1[NH:15][S:16]([C:19]1[CH:24]=[CH:23][C:22]([O:25][CH3:26])=[CH:21][CH:20]=1)(=[O:18])=[O:17]. The yield is 0.220. (3) The reactants are [Br:1][C:2]1[CH:3]=[CH:4][C:5]([OH:10])=[C:6]([CH:9]=1)[C:7]#[N:8].Br[CH2:12][C:13]([O:15][CH3:16])=[O:14].C(=O)([O-])[O-].[Cs+].[Cs+]. The catalyst is C(#N)C. The product is [Br:1][C:2]1[CH:3]=[CH:4][C:5]([O:10][CH2:12][C:13]([O:15][CH3:16])=[O:14])=[C:6]([C:7]#[N:8])[CH:9]=1. The yield is 0.830. (4) The reactants are C[O:2][C:3]1[CH:8]=[CH:7][C:6]([NH:9][C:10](=[O:12])[CH3:11])=[CH:5][C:4]=1[C:13]1[N:14]([CH3:18])[N:15]=[CH:16][CH:17]=1.[Cl-].[Al+3].[Cl-].[Cl-].C(OCC)(=O)C. The catalyst is ClCCCl. The product is [OH:2][C:3]1[CH:8]=[CH:7][C:6]([NH:9][C:10](=[O:12])[CH3:11])=[CH:5][C:4]=1[C:13]1[N:14]([CH3:18])[N:15]=[CH:16][CH:17]=1. The yield is 0.700. (5) The reactants are [CH2:1]([O:8][C:9]([NH:11][C@H:12]([C:19]1[CH:24]=[CH:23][CH:22]=[C:21]([NH:25][C:26]([O:28][CH2:29][CH2:30][C:31]2[CH:36]=[CH:35][C:34]([Br:37])=[CH:33][C:32]=2[CH3:38])=[O:27])[CH:20]=1)[CH2:13]C(OCC)=O)=[O:10])[C:2]1[CH:7]=[CH:6][CH:5]=[CH:4][CH:3]=1.NC1C=C([C@H](NC(=O)OCC2C=CC=CC=2)C)C=CC=1.BrC1C=CC(CCO)=C(C)C=1. No catalyst specified. The product is [CH2:1]([O:8][C:9]([NH:11][C@@H:12]([C:19]1[CH:20]=[C:21]([NH:25][C:26](=[O:27])[O:28][CH2:29][CH2:30][C:31]2[CH:36]=[CH:35][C:34]([Br:37])=[CH:33][C:32]=2[CH3:38])[CH:22]=[CH:23][CH:24]=1)[CH3:13])=[O:10])[C:2]1[CH:3]=[CH:4][CH:5]=[CH:6][CH:7]=1. The yield is 0.720. (6) The reactants are [Br:1][C:2]1[C:10]2[N:9]=[C:8]([CH2:11][F:12])[N:7]([CH2:13][C:14]3[CH:19]=[CH:18][CH:17]=[C:16]([C:20]([F:23])([F:22])[F:21])[C:15]=3[CH3:24])[C:6]=2[CH:5]=[C:4]([NH2:25])[CH:3]=1.[OH-].[Na+].Br[CH2:29][CH2:30][O:31][CH2:32][CH2:33]Br. The catalyst is [I-].C([N+](CCCC)(CCCC)CCCC)CCC. The product is [Br:1][C:2]1[C:10]2[N:9]=[C:8]([CH2:11][F:12])[N:7]([CH2:13][C:14]3[CH:19]=[CH:18][CH:17]=[C:16]([C:20]([F:23])([F:21])[F:22])[C:15]=3[CH3:24])[C:6]=2[CH:5]=[C:4]([N:25]2[CH2:33][CH2:32][O:31][CH2:30][CH2:29]2)[CH:3]=1. The yield is 0.339. (7) The reactants are [C:1]([O:9][CH2:10][C@@:11]([O:15][CH2:16][CH:17]([O:21][CH2:22][C:23]1[CH:28]=[CH:27][CH:26]=[CH:25][CH:24]=1)[CH2:18]C=C)([CH3:14])[CH:12]=[CH2:13])(=[O:8])[C:2]1[CH:7]=[CH:6][CH:5]=[CH:4][CH:3]=1. The catalyst is C(Cl)Cl.Cl[Ru](=C1N(C2C(C)=CC(C)=CC=2C)CCN1C1C(C)=CC(C)=CC=1C)(Cl)(=CC1C=CC=CC=1)[P](C1CCCCC1)(C1CCCCC1)C1CCCCC1. The product is [C:1]([O:9][CH2:10][C@@:11]1([CH3:14])[CH:12]=[CH:13][CH2:18][CH:17]([O:21][CH2:22][C:23]2[CH:24]=[CH:25][CH:26]=[CH:27][CH:28]=2)[CH2:16][O:15]1)(=[O:8])[C:2]1[CH:7]=[CH:6][CH:5]=[CH:4][CH:3]=1. The yield is 0.790. (8) The reactants are [F:1][C:2]1[C:7]([O:8]C)=[CH:6][CH:5]=[C:4]([N+:10]([O-:12])=[O:11])[C:3]=1[CH2:13][C:14](=[O:16])[CH3:15].[Cl-].[NH+]1C=CC=CC=1. The catalyst is Cl.C(OCC)(=O)C. The product is [F:1][C:2]1[C:7]([OH:8])=[CH:6][CH:5]=[C:4]([N+:10]([O-:12])=[O:11])[C:3]=1[CH2:13][C:14](=[O:16])[CH3:15]. The yield is 0.960.